Dataset: Catalyst prediction with 721,799 reactions and 888 catalyst types from USPTO. Task: Predict which catalyst facilitates the given reaction. (1) Reactant: [O:1]=[C:2]1[CH:7]=[C:6]([C:8]2[CH:13]=[CH:12][C:11]([C:14]([F:17])([F:16])[F:15])=[CH:10][CH:9]=2)[CH:5]=[CH:4][N:3]1[C:18]1[CH:23]=[CH:22][C:21]2[C:24]3[CH2:25][N:26](C(OC(C)(C)C)=O)[CH2:27][CH2:28][C:29]=3[O:30][C:20]=2[CH:19]=1.Cl. Product: [CH2:25]1[C:24]2[C:21]3[CH:22]=[CH:23][C:18]([N:3]4[CH:4]=[CH:5][C:6]([C:8]5[CH:13]=[CH:12][C:11]([C:14]([F:17])([F:15])[F:16])=[CH:10][CH:9]=5)=[CH:7][C:2]4=[O:1])=[CH:19][C:20]=3[O:30][C:29]=2[CH2:28][CH2:27][NH:26]1. The catalyst class is: 275. (2) Reactant: Cl[C:2]1[N:7]=[C:6]([CH3:8])[N:5]=[C:4]([NH2:9])[N:3]=1.[F:10][C:11]1[C:16](B(O)O)=[CH:15][C:14]([O:20][CH3:21])=[CH:13][N:12]=1.C([O-])(=O)C.[K+]. Product: [F:10][C:11]1[C:16]([C:2]2[N:7]=[C:6]([CH3:8])[N:5]=[C:4]([NH2:9])[N:3]=2)=[CH:15][C:14]([O:20][CH3:21])=[CH:13][N:12]=1. The catalyst class is: 88.